This data is from Full USPTO retrosynthesis dataset with 1.9M reactions from patents (1976-2016). The task is: Predict the reactants needed to synthesize the given product. (1) Given the product [NH2:36][C@@H:34]([CH2:35][C:14]1[CH:19]=[CH:18][C:17]([C:2]2[CH:7]=[C:6]([O:8][CH:9]([C:14]3[CH:19]=[CH:18][C:17]([C:20]4[CH:25]=[CH:24][CH:23]=[C:22]([F:26])[CH:21]=4)=[CH:16][CH:15]=3)[C:10]([F:13])([F:12])[F:11])[N:5]=[C:4]([NH2:27])[N:3]=2)=[CH:16][CH:15]=1)[C:28]([OH:31])=[O:29], predict the reactants needed to synthesize it. The reactants are: Cl[C:2]1[CH:7]=[C:6]([O:8][CH:9]([C:14]2[CH:19]=[CH:18][C:17]([C:20]3[CH:25]=[CH:24][CH:23]=[C:22]([F:26])[CH:21]=3)=[CH:16][CH:15]=2)[C:10]([F:13])([F:12])[F:11])[N:5]=[C:4]([NH2:27])[N:3]=1.[C:28]([O-:31])([O-])=[O:29].[Na+].[Na+].[C:34](#[N:36])[CH3:35]. (2) Given the product [F:1][C:2]1[CH:3]=[C:4]([N+:9]([O-:11])=[O:10])[CH:5]=[CH:6][C:7]=1[N:15]1[CH:16]=[N:17][C:13]([CH3:12])=[N:14]1, predict the reactants needed to synthesize it. The reactants are: [F:1][C:2]1[CH:3]=[C:4]([N+:9]([O-:11])=[O:10])[CH:5]=[CH:6][C:7]=1F.[CH3:12][C:13]1[N:17]=[CH:16][NH:15][N:14]=1.O.O.O.P([O-])([O-])(O)=O.[K+].[K+]. (3) The reactants are: [OH:1][C:2]1[CH:7]=[CH:6][C:5]([C:8]2[S:9][C:10]([C:14]([O:16][CH2:17][CH3:18])=[O:15])=[C:11]([CH3:13])[N:12]=2)=[CH:4][C:3]=1[N:19]1[CH:23]=[N:22][N:21]=[N:20]1.C(=O)([O-])[O-].[K+].[K+].Br[CH2:31][C:32]([CH3:34])=[CH2:33].O. Given the product [CH3:13][C:11]1[N:12]=[C:8]([C:5]2[CH:6]=[CH:7][C:2]([O:1][CH:31]=[C:32]([CH3:34])[CH3:33])=[C:3]([N:19]3[CH:23]=[N:22][N:21]=[N:20]3)[CH:4]=2)[S:9][C:10]=1[C:14]([O:16][CH2:17][CH3:18])=[O:15], predict the reactants needed to synthesize it. (4) Given the product [N:23]1([CH2:22][C@@H:18]2[CH2:19][CH2:20][CH2:21][N:17]2[C:10]([C:8]2[O:9][C:5]3[CH:4]=[C:3]([C:2]([F:1])([F:16])[F:15])[CH:14]=[CH:13][C:6]=3[CH:7]=2)=[O:12])[CH2:28][CH2:27][CH2:26][CH2:25][CH2:24]1, predict the reactants needed to synthesize it. The reactants are: [F:1][C:2]([F:16])([F:15])[C:3]1[CH:14]=[CH:13][C:6]2[CH:7]=[C:8]([C:10]([OH:12])=O)[O:9][C:5]=2[CH:4]=1.[NH:17]1[CH2:21][CH2:20][CH2:19][C@H:18]1[CH2:22][N:23]1[CH2:28][CH2:27][CH2:26][CH2:25][CH2:24]1. (5) Given the product [F:35][C:36]1[CH:41]=[CH:40][C:39]([F:42])=[CH:38][C:37]=1[C:14]1[CH2:13][N:8]2[C:9](=[O:12])[O:10][CH2:11][C@:7]2([C:1]2[CH:6]=[CH:5][CH:4]=[CH:3][CH:2]=2)[CH:15]=1, predict the reactants needed to synthesize it. The reactants are: [C:1]1([C@:7]23[CH2:15][C:14](=O)[CH2:13][N:8]2[C:9](=[O:12])[O:10][CH2:11]3)[CH:6]=[CH:5][CH:4]=[CH:3][CH:2]=1.C[Si]([N-][Si](C)(C)C)(C)C.[Na+].[Li+].[Cl-].C([O-])([O-])=O.[Na+].[Na+].[F:35][C:36]1[CH:41]=[CH:40][C:39]([F:42])=[CH:38][C:37]=1B(O)O. (6) Given the product [F:38][C:26]1([F:25])[O:27][C:28]2[CH:34]=[CH:33][C:32]([C:2]3[N:7]4[N:8]=[C:9]([CH3:11])[CH:10]=[C:6]4[N:5]=[C:4]([NH:12][C:13](=[O:24])[C:14]4[CH:19]=[CH:18][C:17]([C:20]([OH:23])([CH3:22])[CH3:21])=[CH:16][CH:15]=4)[CH:3]=3)=[CH:31][C:29]=2[O:30]1, predict the reactants needed to synthesize it. The reactants are: Cl[C:2]1[N:7]2[N:8]=[C:9]([CH3:11])[CH:10]=[C:6]2[N:5]=[C:4]([NH:12][C:13](=[O:24])[C:14]2[CH:19]=[CH:18][C:17]([C:20]([OH:23])([CH3:22])[CH3:21])=[CH:16][CH:15]=2)[CH:3]=1.[F:25][C:26]1([F:38])[O:30][C:29]2[CH:31]=[CH:32][C:33](B(O)O)=[CH:34][C:28]=2[O:27]1.O1CCOCC1. (7) Given the product [C:28]1([CH:27]([C:34]2[CH:35]=[CH:36][CH:37]=[CH:38][CH:39]=2)[CH2:26][NH:25][C:4]2[N:3]=[C:2]([C:47]#[C:42][CH2:43][CH2:44][CH2:45][CH3:46])[N:10]=[C:9]3[C:5]=2[N:6]=[CH:7][N:8]3[C@@H:11]2[CH2:15][C@H:14]([N:16]3[N:20]=[N:19][C:18]([CH2:21][CH3:22])=[N:17]3)[C@@H:13]([OH:23])[C@H:12]2[OH:24])[CH:29]=[CH:30][CH:31]=[CH:32][CH:33]=1, predict the reactants needed to synthesize it. The reactants are: Cl[C:2]1[N:10]=[C:9]2[C:5]([N:6]=[CH:7][N:8]2[C@@H:11]2[CH2:15][C@H:14]([N:16]3[N:20]=[N:19][C:18]([CH2:21][CH3:22])=[N:17]3)[C@@H:13]([OH:23])[C@H:12]2[OH:24])=[C:4]([NH:25][CH2:26][CH:27]([C:34]2[CH:39]=[CH:38][CH:37]=[CH:36][CH:35]=2)[C:28]2[CH:33]=[CH:32][CH:31]=[CH:30][CH:29]=2)[N:3]=1.CO[C:42]1[CH:47]=[CH:46][C:45](C(NC2N=C(C#CCCCC)N=C3C=2N=CN3[C@@H]2C[C@H](N3C=C(C)C=N3)[C@@H](O)[C@H]2O)[C:42]2[CH:47]=[CH:46][C:45](OC)=[CH:44][CH:43]=2)=[CH:44][CH:43]=1. (8) The reactants are: [OH:1][CH2:2][C:3]1[CH:4]=[C:5](B(O)O)[CH:6]=[CH:7][CH:8]=1.I[C:13]1[C:21]2[C:16](=[N:17][CH:18]=[N:19][C:20]=2[NH2:22])[N:15]([CH:23]([CH3:25])[CH3:24])[N:14]=1.C([O-])([O-])=O.[Na+].[Na+]. Given the product [NH2:22][C:20]1[N:19]=[CH:18][N:17]=[C:16]2[N:15]([CH:23]([CH3:25])[CH3:24])[N:14]=[C:13]([C:5]3[CH:4]=[C:3]([CH2:2][OH:1])[CH:8]=[CH:7][CH:6]=3)[C:21]=12, predict the reactants needed to synthesize it. (9) Given the product [Br:12][C:7]1[CH:6]=[C:5]([O:9][CH3:10])[C:4]([OH:11])=[C:3]([O:2][CH3:1])[CH:8]=1, predict the reactants needed to synthesize it. The reactants are: [CH3:1][O:2][C:3]1[CH:8]=[CH:7][CH:6]=[C:5]([O:9][CH3:10])[C:4]=1[OH:11].[Br:12]N1C(=O)CCC1=O.